From a dataset of Full USPTO retrosynthesis dataset with 1.9M reactions from patents (1976-2016). Predict the reactants needed to synthesize the given product. Given the product [Cl:10][C:11]1[C:12]([O:19][CH3:20])=[C:13]([N:17]2[C:5]([NH2:6])=[CH:4][C:3]([C:2]([F:9])([F:8])[F:1])=[N:18]2)[CH:14]=[CH:15][CH:16]=1, predict the reactants needed to synthesize it. The reactants are: [F:1][C:2]([F:9])([F:8])[C:3](=O)[CH2:4][C:5]#[N:6].[Cl:10][C:11]1[C:12]([O:19][CH3:20])=[C:13]([NH:17][NH2:18])[CH:14]=[CH:15][CH:16]=1.